Dataset: Forward reaction prediction with 1.9M reactions from USPTO patents (1976-2016). Task: Predict the product of the given reaction. (1) Given the reactants [C:1]1(=O)[C:10]2[C:5](=[CH:6][CH:7]=[CH:8][CH:9]=2)[CH2:4][CH2:3][CH2:2]1.Cl.[CH3:13][O:14][C:15]1[CH:20]=[CH:19][C:18]([NH:21]N)=[CH:17][CH:16]=1, predict the reaction product. The product is: [CH3:13][O:14][C:15]1[CH:16]=[C:17]2[C:18](=[CH:19][CH:20]=1)[NH:21][C:1]1[C:10]3[CH:9]=[CH:8][CH:7]=[CH:6][C:5]=3[CH2:4][CH2:3][C:2]2=1. (2) Given the reactants Cl[C:2]1[N:7]=[C:6]([N:8]([CH:18]2[CH2:20][CH2:19]2)[CH2:9][C:10]2[CH:15]=[CH:14][C:13]([O:16][CH3:17])=[CH:12][CH:11]=2)[C:5]2=[N:21][CH:22]=[C:23]([C:24]#[N:25])[N:4]2[N:3]=1.[NH2:26][C:27]1[C:28]([Cl:49])=[C:29]([N:35]2[CH2:40][CH2:39][N:38]([C:41]([O:43][C:44]([CH3:47])([CH3:46])[CH3:45])=[O:42])[CH2:37][C:36]2=[O:48])[CH:30]=[C:31]([C:33]#[N:34])[CH:32]=1.CC1(C)C2C(=C(P(C3C=CC=CC=3)C3C=CC=CC=3)C=CC=2)OC2C(P(C3C=CC=CC=3)C3C=CC=CC=3)=CC=CC1=2.C(=O)([O-])[O-].[Cs+].[Cs+], predict the reaction product. The product is: [Cl:49][C:28]1[C:27]([NH:26][C:2]2[N:7]=[C:6]([N:8]([CH:18]3[CH2:19][CH2:20]3)[CH2:9][C:10]3[CH:15]=[CH:14][C:13]([O:16][CH3:17])=[CH:12][CH:11]=3)[C:5]3=[N:21][CH:22]=[C:23]([C:24]#[N:25])[N:4]3[N:3]=2)=[CH:32][C:31]([C:33]#[N:34])=[CH:30][C:29]=1[N:35]1[CH2:40][CH2:39][N:38]([C:41]([O:43][C:44]([CH3:46])([CH3:45])[CH3:47])=[O:42])[CH2:37][C:36]1=[O:48]. (3) The product is: [CH3:1][N:2]1[C:6]([S:7][CH2:24][C:25]2[N:29]([CH2:30][CH2:31][CH3:32])[CH:28]=[N:27][CH:26]=2)=[N:5][C:4]([N+:8]([O-:10])=[O:9])=[N:3]1. Given the reactants [CH3:1][N:2]1[C:6]([SH:7])=[N:5][C:4]([N+:8]([O-:10])=[O:9])=[N:3]1.CN(C=O)C.C(=O)([O-])[O-].[K+].[K+].Cl.Cl[CH2:24][C:25]1[N:29]([CH2:30][CH2:31][CH3:32])[CH:28]=[N:27][CH:26]=1, predict the reaction product. (4) Given the reactants [F:1][C:2]([F:35])([F:34])[C:3]1[CH:4]=[C:5]([C@H:13]([N:15]([CH3:33])[C:16]([N:18]2[CH2:23][CH2:22][C:21](=O)[CH2:20][C@@H:19]2[C:25]2[CH:30]=[CH:29][C:28]([F:31])=[CH:27][C:26]=2[CH3:32])=[O:17])[CH3:14])[CH:6]=[C:7]([C:9]([F:12])([F:11])[F:10])[CH:8]=1.[CH3:36][C:37]([S@:40]([NH2:42])=[O:41])([CH3:39])[CH3:38], predict the reaction product. The product is: [F:12][C:9]([F:11])([F:10])[C:7]1[CH:6]=[C:5]([C@H:13]([N:15]([CH3:33])[C:16]([N:18]2[CH2:23][CH2:22][C:21](=[N:42][S:40]([C:37]([CH3:39])([CH3:38])[CH3:36])=[O:41])[CH2:20][C@@H:19]2[C:25]2[CH:30]=[CH:29][C:28]([F:31])=[CH:27][C:26]=2[CH3:32])=[O:17])[CH3:14])[CH:4]=[C:3]([C:2]([F:34])([F:1])[F:35])[CH:8]=1.